This data is from Full USPTO retrosynthesis dataset with 1.9M reactions from patents (1976-2016). The task is: Predict the reactants needed to synthesize the given product. (1) The reactants are: [F:1][C:2]([F:39])([F:38])[O:3][C:4]1[CH:37]=[CH:36][C:7]([CH2:8][N:9]([C:22]2[N:23]=[CH:24][C:25]3[C:30]([C:31]=2[C:32]([F:35])([F:34])[F:33])=[CH:29][CH:28]=[CH:27][CH:26]=3)[S:10]([C:13]2[CH:21]=[CH:20][C:16]([C:17]([NH2:19])=O)=[CH:15][CH:14]=2)(=[O:12])=[O:11])=[CH:6][CH:5]=1.C(N(CC)CC)C.FC(F)(F)C(OC(=O)C(F)(F)F)=O.O. Given the product [C:17]([C:16]1[CH:15]=[CH:14][C:13]([S:10]([N:9]([CH2:8][C:7]2[CH:6]=[CH:5][C:4]([O:3][C:2]([F:38])([F:39])[F:1])=[CH:37][CH:36]=2)[C:22]2[N:23]=[CH:24][C:25]3[C:30]([C:31]=2[C:32]([F:35])([F:34])[F:33])=[CH:29][CH:28]=[CH:27][CH:26]=3)(=[O:12])=[O:11])=[CH:21][CH:20]=1)#[N:19], predict the reactants needed to synthesize it. (2) Given the product [OH:23][C@:8]1([C:9]2[CH:10]=[CH:11][C:12]([CH2:15][O:16][CH2:17][C@@H:18]([CH3:22])[CH2:19][O:20][CH3:21])=[CH:13][CH:14]=2)[CH2:7][CH2:6][N:5]([C:24]([O:26][C:27]([CH3:28])([CH3:30])[CH3:29])=[O:25])[CH2:4][C@@H:3]1[CH:1]=[N:32][OH:33], predict the reactants needed to synthesize it. The reactants are: [CH:1]([C@@H:3]1[C@@:8]([OH:23])([C:9]2[CH:14]=[CH:13][C:12]([CH2:15][O:16][CH2:17][C@@H:18]([CH3:22])[CH2:19][O:20][CH3:21])=[CH:11][CH:10]=2)[CH2:7][CH2:6][N:5]([C:24]([O:26][C:27]([CH3:30])([CH3:29])[CH3:28])=[O:25])[CH2:4]1)=O.Cl.[NH2:32][OH:33].C(=O)([O-])[O-].[Na+].[Na+]. (3) Given the product [CH2:15]([N:14]([CH2:7][C:8]1[CH:9]=[CH:10][CH:11]=[CH:12][CH:13]=1)[C@@H:22]([CH3:45])[CH2:23][C:25]1[C:33]2[C:28](=[C:29]([F:35])[CH:30]=[C:31]([F:34])[CH:32]=2)[NH:27][CH:26]=1)[C:16]1[CH:17]=[CH:18][CH:19]=[CH:20][CH:21]=1, predict the reactants needed to synthesize it. The reactants are: [H-].[Al+3].[Li+].[H-].[H-].[H-].[CH2:7]([N:14]([CH:22]([CH3:45])[CH:23]([C:25]1[C:33]2[C:28](=[C:29]([F:35])[CH:30]=[C:31]([F:34])[CH:32]=2)[N:27](S(C2C=CC=CC=2)(=O)=O)[CH:26]=1)O)[CH2:15][C:16]1[CH:21]=[CH:20][CH:19]=[CH:18][CH:17]=1)[C:8]1[CH:13]=[CH:12][CH:11]=[CH:10][CH:9]=1. (4) Given the product [CH3:16][C@H:17]1[CH2:22][CH2:21][CH2:20][N:19]([C:7]([C:6]2[CH:10]=[C:2]([CH3:1])[CH:3]=[CH:4][C:5]=2[N:11]2[CH:15]=[CH:14][N:13]=[N:12]2)=[O:9])[C@H:18]1[CH2:23][NH:24][C:25]1[CH:30]=[CH:29][C:28]([C:31]([F:34])([F:32])[F:33])=[CH:27][N:26]=1, predict the reactants needed to synthesize it. The reactants are: [CH3:1][C:2]1[CH:3]=[CH:4][C:5]([N:11]2[CH:15]=[CH:14][N:13]=[N:12]2)=[C:6]([CH:10]=1)[C:7]([OH:9])=O.[CH3:16][C@H:17]1[CH2:22][CH2:21][CH2:20][NH:19][C@H:18]1[CH2:23][NH:24][C:25]1[CH:30]=[CH:29][C:28]([C:31]([F:34])([F:33])[F:32])=[CH:27][N:26]=1. (5) Given the product [CH2:36]([NH:38][CH2:34][C@@H:10]1[CH2:9][NH:8][CH2:12][C@H:11]1[CH2:13][N:14]([CH:31]([CH3:33])[CH3:32])[C:15](=[O:30])[C:16]1[CH:21]=[CH:20][C:19]([O:22][CH3:23])=[C:18]([O:24][CH2:25][CH2:26][CH2:27][O:28][CH3:29])[CH:17]=1)[CH3:37], predict the reactants needed to synthesize it. The reactants are: C(OC([N:8]1[CH2:12][C@@H:11]([CH2:13][N:14]([CH:31]([CH3:33])[CH3:32])[C:15](=[O:30])[C:16]2[CH:21]=[CH:20][C:19]([O:22][CH3:23])=[C:18]([O:24][CH2:25][CH2:26][CH2:27][O:28][CH3:29])[CH:17]=2)[C@H:10]([CH:34]=O)[CH2:9]1)=O)(C)(C)C.[CH2:36]([NH2:38])[CH3:37].CO.[BH4-].[Na+]. (6) Given the product [Br:1][C:2]1[CH:3]=[C:4]2[C:8]([C:7]([C:12]#[N:15])=[CH:6][CH2:5]2)=[CH:9][CH:10]=1, predict the reactants needed to synthesize it. The reactants are: [Br:1][C:2]1[CH:3]=[C:4]2[C:8](=[CH:9][CH:10]=1)[C:7](=O)[CH2:6][CH2:5]2.[CH:12]([N-:15]C(C)C)(C)C.[Li+].C(OP(C#N)(=O)OCC)C.